Dataset: NCI-60 drug combinations with 297,098 pairs across 59 cell lines. Task: Regression. Given two drug SMILES strings and cell line genomic features, predict the synergy score measuring deviation from expected non-interaction effect. (1) Drug 1: CC1=C(C(=CC=C1)Cl)NC(=O)C2=CN=C(S2)NC3=CC(=NC(=N3)C)N4CCN(CC4)CCO. Drug 2: CC(C)CN1C=NC2=C1C3=CC=CC=C3N=C2N. Cell line: EKVX. Synergy scores: CSS=7.31, Synergy_ZIP=-5.59, Synergy_Bliss=-7.79, Synergy_Loewe=-12.1, Synergy_HSA=-8.77. (2) Drug 1: C1=CC(=CC=C1CCC2=CNC3=C2C(=O)NC(=N3)N)C(=O)NC(CCC(=O)O)C(=O)O. Drug 2: CC=C1C(=O)NC(C(=O)OC2CC(=O)NC(C(=O)NC(CSSCCC=C2)C(=O)N1)C(C)C)C(C)C. Cell line: HCC-2998. Synergy scores: CSS=66.9, Synergy_ZIP=-1.72, Synergy_Bliss=-1.60, Synergy_Loewe=-0.832, Synergy_HSA=2.02. (3) Drug 1: CC1C(C(CC(O1)OC2CC(OC(C2O)C)OC3=CC4=CC5=C(C(=O)C(C(C5)C(C(=O)C(C(C)O)O)OC)OC6CC(C(C(O6)C)O)OC7CC(C(C(O7)C)O)OC8CC(C(C(O8)C)O)(C)O)C(=C4C(=C3C)O)O)O)O. Drug 2: CCCCCOC(=O)NC1=NC(=O)N(C=C1F)C2C(C(C(O2)C)O)O. Cell line: SNB-75. Synergy scores: CSS=16.7, Synergy_ZIP=-0.266, Synergy_Bliss=-1.01, Synergy_Loewe=-0.483, Synergy_HSA=-0.812. (4) Drug 1: CN(C)C1=NC(=NC(=N1)N(C)C)N(C)C. Drug 2: CCC1(CC2CC(C3=C(CCN(C2)C1)C4=CC=CC=C4N3)(C5=C(C=C6C(=C5)C78CCN9C7C(C=CC9)(C(C(C8N6C)(C(=O)OC)O)OC(=O)C)CC)OC)C(=O)OC)O.OS(=O)(=O)O. Cell line: 786-0. Synergy scores: CSS=2.33, Synergy_ZIP=-3.83, Synergy_Bliss=-2.75, Synergy_Loewe=-39.2, Synergy_HSA=-5.12. (5) Drug 1: C1CCC(C1)C(CC#N)N2C=C(C=N2)C3=C4C=CNC4=NC=N3. Drug 2: C1=CN(C=N1)CC(O)(P(=O)(O)O)P(=O)(O)O. Cell line: MALME-3M. Synergy scores: CSS=3.64, Synergy_ZIP=-0.186, Synergy_Bliss=2.28, Synergy_Loewe=0.739, Synergy_HSA=0.760. (6) Drug 1: C1CCC(C1)C(CC#N)N2C=C(C=N2)C3=C4C=CNC4=NC=N3. Drug 2: CCC1(C2=C(COC1=O)C(=O)N3CC4=CC5=C(C=CC(=C5CN(C)C)O)N=C4C3=C2)O.Cl. Cell line: UACC-257. Synergy scores: CSS=4.87, Synergy_ZIP=-1.54, Synergy_Bliss=-2.56, Synergy_Loewe=-16.2, Synergy_HSA=-5.03. (7) Drug 1: C1CN1C2=NC(=NC(=N2)N3CC3)N4CC4. Drug 2: C1C(C(OC1N2C=NC3=C2NC=NCC3O)CO)O. Cell line: OVCAR-5. Synergy scores: CSS=40.4, Synergy_ZIP=0.722, Synergy_Bliss=0.329, Synergy_Loewe=-4.01, Synergy_HSA=1.18.